Dataset: Full USPTO retrosynthesis dataset with 1.9M reactions from patents (1976-2016). Task: Predict the reactants needed to synthesize the given product. (1) Given the product [CH3:38][S:39]([OH:42])(=[O:41])=[O:40].[C:1]([NH:5][C:6]1[CH:7]=[C:8]([CH:35]=[CH:36][CH:37]=1)[O:9][C:10]1[N:11]=[C:12]([NH:21][C:22]2[CH:27]=[CH:26][C:25]([N:28]3[CH2:33][CH2:32][N:31]([CH3:34])[CH2:30][CH2:29]3)=[CH:24][CH:23]=2)[C:13]([C:18]([NH2:20])=[O:19])=[N:14][C:15]=1[CH2:16][CH3:17])(=[O:4])[CH:2]=[CH2:3], predict the reactants needed to synthesize it. The reactants are: [C:1]([NH:5][C:6]1[CH:7]=[C:8]([CH:35]=[CH:36][CH:37]=1)[O:9][C:10]1[N:11]=[C:12]([NH:21][C:22]2[CH:27]=[CH:26][C:25]([N:28]3[CH2:33][CH2:32][N:31]([CH3:34])[CH2:30][CH2:29]3)=[CH:24][CH:23]=2)[C:13]([C:18]([NH2:20])=[O:19])=[N:14][C:15]=1[CH2:16][CH3:17])(=[O:4])[CH:2]=[CH2:3].[CH3:38][S:39]([OH:42])(=[O:41])=[O:40]. (2) Given the product [ClH:1].[Cl:1][C:2]1[CH:17]=[C:16]([C:18]([F:19])([F:21])[F:20])[CH:15]=[CH:14][C:3]=1[O:4][C:5]1[CH:6]=[CH:7][C:8]([CH2:11][CH2:12][NH2:13])=[CH:9][CH:10]=1, predict the reactants needed to synthesize it. The reactants are: [Cl:1][C:2]1[CH:17]=[C:16]([C:18]([F:21])([F:20])[F:19])[CH:15]=[CH:14][C:3]=1[O:4][C:5]1[CH:10]=[CH:9][C:8]([CH2:11][C:12]#[N:13])=[CH:7][CH:6]=1.N.[H][H].Cl. (3) Given the product [CH:15]1([C:9]2[CH:10]=[C:11]([O:14][CH2:22][CH2:21][N:20]([CH3:24])[CH3:19])[CH:12]=[CH:13][C:8]=2[C:6]2[N:7]=[C:2]([NH2:1])[CH:3]=[CH:4][CH:5]=2)[CH2:18][CH2:17][CH2:16]1, predict the reactants needed to synthesize it. The reactants are: [NH2:1][C:2]1[N:7]=[C:6]([C:8]2[CH:13]=[CH:12][C:11]([OH:14])=[CH:10][C:9]=2[CH:15]2[CH2:18][CH2:17][CH2:16]2)[CH:5]=[CH:4][CH:3]=1.[CH3:19][N:20]([CH3:24])[CH2:21][CH2:22]Cl. (4) The reactants are: [CH3:1][C@@H:2]1[CH2:7][CH2:6][C@H:5]([O:8][C:9]2[C:18]([C:19]([F:22])([F:21])[F:20])=[C:17]3[C:12]([CH:13]=[CH:14][C:15]([CH2:23]OS(C)(=O)=O)=[CH:16]3)=[CH:11][CH:10]=2)[CH2:4][CH2:3]1.CN(C)C=O.[NH:34]1[CH2:39][CH2:38][O:37][CH2:36][CH2:35]1.C(=O)([O-])[O-].[Cs+].[Cs+]. Given the product [CH3:1][C@@H:2]1[CH2:3][CH2:4][C@H:5]([O:8][C:9]2[C:18]([C:19]([F:20])([F:21])[F:22])=[C:17]3[C:12]([CH:13]=[CH:14][C:15]([CH2:23][N:34]4[CH2:39][CH2:38][O:37][CH2:36][CH2:35]4)=[CH:16]3)=[CH:11][CH:10]=2)[CH2:6][CH2:7]1, predict the reactants needed to synthesize it. (5) Given the product [CH3:1][S:2]([CH2:5][CH2:6][CH2:7][O:8][S:17]([CH3:16])(=[O:19])=[O:18])(=[O:4])=[O:3], predict the reactants needed to synthesize it. The reactants are: [CH3:1][S:2]([CH2:5][CH2:6][CH2:7][OH:8])(=[O:4])=[O:3].C(N(CC)CC)C.[CH3:16][S:17](Cl)(=[O:19])=[O:18]. (6) The reactants are: [H-].[Na+].[NH:3]1[CH:7]=[CH:6][N:5]=[CH:4]1.[C:8](=[S:10])=[S:9].[CH3:11]I. Given the product [CH3:11][S:9][C:8]([N:3]1[CH:7]=[CH:6][N:5]=[CH:4]1)=[S:10], predict the reactants needed to synthesize it. (7) The reactants are: [NH3:1].[ClH:2].[NH:3]1[CH:7]=[CH:6][C:5]([C:8](=[NH:12])OCC)=[N:4]1. Given the product [ClH:2].[NH:3]1[CH:7]=[CH:6][C:5]([C:8](=[NH:12])[NH2:1])=[N:4]1, predict the reactants needed to synthesize it.